Dataset: Forward reaction prediction with 1.9M reactions from USPTO patents (1976-2016). Task: Predict the product of the given reaction. (1) Given the reactants [NH2:1][C:2]1[CH:3]=[C:4]2[C:8](=[CH:9][CH:10]=1)[N:7]([CH2:11][C:12]1[CH:33]=[CH:32][C:15]([C:16]([NH:18][C@H:19]([C:27]([O:29]CC)=[O:28])[CH2:20][C:21]3[CH:26]=[CH:25][CH:24]=[CH:23][CH:22]=3)=[O:17])=[CH:14][CH:13]=1)[CH:6]=[CH:5]2.[C:34]1([S:40](Cl)(=[O:42])=[O:41])[CH:39]=[CH:38][CH:37]=[CH:36][CH:35]=1.[Li+].[OH-], predict the reaction product. The product is: [C:34]1([S:40]([NH:1][C:2]2[CH:3]=[C:4]3[C:8](=[CH:9][CH:10]=2)[N:7]([CH2:11][C:12]2[CH:33]=[CH:32][C:15]([C:16]([NH:18][C@H:19]([C:27]([OH:29])=[O:28])[CH2:20][C:21]4[CH:22]=[CH:23][CH:24]=[CH:25][CH:26]=4)=[O:17])=[CH:14][CH:13]=2)[CH:6]=[CH:5]3)(=[O:42])=[O:41])[CH:39]=[CH:38][CH:37]=[CH:36][CH:35]=1. (2) Given the reactants Cl[C:2]1[CH:7]=[C:6]([CH2:8][S:9][CH3:10])[CH:5]=[C:4]([C:11]([F:14])([F:13])[F:12])[N:3]=1.[F:15][C:16]1[C:17]([C:23]2[CH:28]=[CH:27][C:26]([F:29])=[CH:25][C:24]=2[O:30][CH3:31])=[CH:18][C:19]([NH2:22])=[N:20][CH:21]=1.C1(P(C2CCCCC2)C2C=CC=CC=2C2C(C(C)C)=CC(C(C)C)=CC=2C(C)C)CCCCC1.P([O-])([O-])([O-])=O.[K+].[K+].[K+], predict the reaction product. The product is: [F:15][C:16]1[C:17]([C:23]2[CH:28]=[CH:27][C:26]([F:29])=[CH:25][C:24]=2[O:30][CH3:31])=[CH:18][C:19]([NH:22][C:2]2[CH:7]=[C:6]([CH2:8][S:9][CH3:10])[CH:5]=[C:4]([C:11]([F:14])([F:13])[F:12])[N:3]=2)=[N:20][CH:21]=1. (3) Given the reactants [Cl:1][C:2]1[S:6][C:5]([CH2:7][CH2:8][S:9]([NH:12][C@H:13]2[CH2:17][CH2:16][N:15]([C@@H:18]([CH2:27][O:28][CH3:29])[C:19]([N:21]3[CH2:26][CH2:25][O:24][CH2:23][CH2:22]3)=[O:20])[C:14]2=[O:30])(=[O:11])=[O:10])=[CH:4][CH:3]=1.Cl[CH2:32][C:33]([N:35]([CH3:37])[CH3:36])=[O:34], predict the reaction product. The product is: [Cl:1][C:2]1[S:6][C:5]([CH2:7][CH2:8][S:9]([N:12]([C@H:13]2[CH2:17][CH2:16][N:15]([C@@H:18]([CH2:27][O:28][CH3:29])[C:19]([N:21]3[CH2:22][CH2:23][O:24][CH2:25][CH2:26]3)=[O:20])[C:14]2=[O:30])[CH2:32][C:33]([N:35]([CH3:37])[CH3:36])=[O:34])(=[O:10])=[O:11])=[CH:4][CH:3]=1.